From a dataset of Forward reaction prediction with 1.9M reactions from USPTO patents (1976-2016). Predict the product of the given reaction. (1) Given the reactants [CH2:1]([O:3][C:4]1[CH:9]=[CH:8][C:7]([NH:10][CH3:11])=[CH:6][CH:5]=1)[CH3:2].C(OC1C=CC(N)=CC=1)C.[C:22]1(=[O:28])[NH:26][C:25](=[O:27])[CH2:24][CH2:23]1.C=O, predict the reaction product. The product is: [CH2:1]([O:3][C:4]1[CH:9]=[CH:8][C:7]([NH:10][CH2:11][N:26]2[C:22](=[O:28])[CH2:23][CH2:24][C:25]2=[O:27])=[CH:6][CH:5]=1)[CH3:2]. (2) The product is: [Cl:1][C:2]1[CH:9]=[C:8]([N:10]([C@H:11]2[CH2:15][CH2:14][N:13]([CH2:25][C:26]3[CH:31]=[CH:30][CH:29]=[C:28]([Cl:32])[CH:27]=3)[CH2:12]2)[CH2:16][C:17]2[CH:22]=[CH:21][CH:20]=[CH:19][C:18]=2[CH3:23])[CH:7]=[CH:6][C:3]=1[C:4]#[N:5]. Given the reactants [Cl:1][C:2]1[CH:9]=[C:8]([N:10]([CH2:16][C:17]2[CH:22]=[CH:21][CH:20]=[CH:19][C:18]=2[CH3:23])[C@H:11]2[CH2:15][CH2:14][NH:13][CH2:12]2)[CH:7]=[CH:6][C:3]=1[C:4]#[N:5].Br[CH2:25][C:26]1[CH:31]=[CH:30][CH:29]=[C:28]([Cl:32])[CH:27]=1, predict the reaction product. (3) Given the reactants [C:1]([O:4][CH2:5][C@@H:6]([NH:8][CH:9]=[C:10]([C:16](=[O:33])[C:17]1[CH:22]=[C:21]([F:23])[C:20]([N:24]2[CH2:29][CH2:28][N:27]([CH3:30])[CH2:26][CH2:25]2)=[C:19]([F:31])[C:18]=1F)[C:11]([O:13][CH2:14][CH3:15])=[O:12])[CH3:7])(=[O:3])[CH3:2].C(=O)([O-])[O-].[K+].[K+], predict the reaction product. The product is: [C:1]([O:4][CH2:5][C@@H:6]([N:8]1[C:22]2[C:17](=[CH:18][C:19]([F:31])=[C:20]([N:24]3[CH2:29][CH2:28][N:27]([CH3:30])[CH2:26][CH2:25]3)[C:21]=2[F:23])[C:16](=[O:33])[C:10]([C:11]([O:13][CH2:14][CH3:15])=[O:12])=[CH:9]1)[CH3:7])(=[O:3])[CH3:2]. (4) The product is: [F:1][C:2]([F:20])([C:13]([F:19])([F:18])[C:14]([F:17])([F:16])[F:15])[CH2:3][CH2:4][CH2:5][CH2:6][CH2:7][NH:22][CH3:21]. Given the reactants [F:1][C:2]([F:20])([C:13]([F:19])([F:18])[C:14]([F:17])([F:16])[F:15])[CH2:3][CH2:4][CH2:5][CH2:6][CH2:7]CS([O-])(=O)=O.[CH3:21][NH2:22], predict the reaction product. (5) Given the reactants [CH:1]([OH:3])=O.C(N(CC)CC)C.CN(C(ON1N=NC2C=CC=NC1=2)=[N+](C)C)C.F[P-](F)(F)(F)(F)F.[CH3:35][C@@H:36]1[CH2:41][N:40]([CH2:42][C:43]2[C:44]([C:48]3[CH2:49][CH2:50][NH:51][CH2:52][CH:53]=3)=[N:45][NH:46][CH:47]=2)[CH2:39][CH2:38][N:37]1[C:54]1[CH:59]=[CH:58][C:57]([C:60]([F:63])([F:62])[F:61])=[CH:56][N:55]=1, predict the reaction product. The product is: [CH3:35][C@H:36]1[N:37]([C:54]2[CH:59]=[CH:58][C:57]([C:60]([F:61])([F:62])[F:63])=[CH:56][N:55]=2)[CH2:38][CH2:39][N:40]([CH2:42][C:43]2[C:44]([C:48]3[CH2:49][CH2:50][N:51]([CH:1]=[O:3])[CH2:52][CH:53]=3)=[N:45][NH:46][CH:47]=2)[CH2:41]1. (6) Given the reactants [N:1]1[CH:6]=[CH:5][CH:4]=[C:3]([C:7]2[N:12]=[C:11]([CH2:13][N:14]3C(=O)C4C(=CC=CC=4)C3=O)[CH:10]=[C:9]([C:25]3[CH:30]=[CH:29][C:28]([C:31]([F:34])([F:33])[F:32])=[CH:27][CH:26]=3)[N:8]=2)[CH:2]=1.O.NN, predict the reaction product. The product is: [N:1]1[CH:6]=[CH:5][CH:4]=[C:3]([C:7]2[N:12]=[C:11]([CH2:13][NH2:14])[CH:10]=[C:9]([C:25]3[CH:30]=[CH:29][C:28]([C:31]([F:34])([F:32])[F:33])=[CH:27][CH:26]=3)[N:8]=2)[CH:2]=1. (7) Given the reactants [F:1][C:2]1[CH:7]=[CH:6][CH:5]=[CH:4][C:3]=1[C:8]1[CH:13]=[CH:12][N:11]=[C:10]([C:14](=[N:16][OH:17])[NH2:15])[CH:9]=1.[C:18](N1C=CN=C1)(N1C=CN=C1)=[O:19].N12CCCN=C1CCCCC2.Cl, predict the reaction product. The product is: [F:1][C:2]1[CH:7]=[CH:6][CH:5]=[CH:4][C:3]=1[C:8]1[CH:13]=[CH:12][N:11]=[C:10]([C:14]2[NH:16][O:17][C:18](=[O:19])[N:15]=2)[CH:9]=1.